Dataset: Forward reaction prediction with 1.9M reactions from USPTO patents (1976-2016). Task: Predict the product of the given reaction. (1) Given the reactants F[C:2]1[CH:7]=[CH:6][C:5]([N+:8]([O-:10])=[O:9])=[CH:4][CH:3]=1.[CH2:11]([O:13][C:14]([CH:16]1[CH2:21][CH2:20][NH:19][CH2:18][CH2:17]1)=[O:15])[CH3:12].C(=O)([O-])[O-].[K+].[K+], predict the reaction product. The product is: [CH2:11]([O:13][C:14]([CH:16]1[CH2:21][CH2:20][N:19]([C:2]2[CH:7]=[CH:6][C:5]([N+:8]([O-:10])=[O:9])=[CH:4][CH:3]=2)[CH2:18][CH2:17]1)=[O:15])[CH3:12]. (2) Given the reactants [C:1]([Si:5]([O:8][CH2:9][C:10]1[CH:14]=[CH:13][S:12][C:11]=1[CH2:15][C:16]1[CH:21]=[CH:20][CH:19]=[C:18]([Cl:22])[CH:17]=1)([CH3:7])[CH3:6])([CH3:4])([CH3:3])[CH3:2].[Li]CCCC.CCCCCC.CN([CH:37]=[O:38])C.[NH4+].[Cl-], predict the reaction product. The product is: [Si:5]([O:8][CH2:9][C:10]1[CH:14]=[C:13]([CH:37]=[O:38])[S:12][C:11]=1[CH2:15][C:16]1[CH:21]=[CH:20][CH:19]=[C:18]([Cl:22])[CH:17]=1)([C:1]([CH3:4])([CH3:2])[CH3:3])([CH3:6])[CH3:7]. (3) Given the reactants C[O:2][C:3]1[C:8]2[O:9][CH:10]([CH3:14])[C:11](=[O:13])[NH:12][C:7]=2[CH:6]=[C:5]([CH:15]=[O:16])[CH:4]=1.B(Br)(Br)Br, predict the reaction product. The product is: [OH:2][C:3]1[C:8]2[O:9][CH:10]([CH3:14])[C:11](=[O:13])[NH:12][C:7]=2[CH:6]=[C:5]([CH:15]=[O:16])[CH:4]=1. (4) Given the reactants [Cl:1][C:2]1[CH:7]=[C:6]([O:8][CH3:9])[CH:5]=[CH:4][C:3]=1[CH2:10][C:11](=O)[CH3:12].[CH3:14][C:15]([S@@:18]([NH2:20])=[O:19])([CH3:17])[CH3:16].O, predict the reaction product. The product is: [Cl:1][C:2]1[CH:7]=[C:6]([O:8][CH3:9])[CH:5]=[CH:4][C:3]=1[CH2:10]/[C:11](=[N:20]\[S@@:18]([C:15]([CH3:17])([CH3:16])[CH3:14])=[O:19])/[CH3:12]. (5) The product is: [F:17][C:2]([F:1])([F:16])[CH2:3][O:4][C:5]1[CH:6]=[CH:7][C:8]([C:11]([OH:13])=[O:12])=[N:9][CH:10]=1. Given the reactants [F:1][C:2]([F:17])([F:16])[CH2:3][O:4][C:5]1[CH:6]=[CH:7][C:8]([C:11]([O:13]CC)=[O:12])=[N:9][CH:10]=1.[OH-].[Na+], predict the reaction product. (6) Given the reactants C1(P([N:15]=[N+:16]=[N-:17])(C2C=CC=CC=2)=O)C=CC=CC=1.[N:18]1[CH:23]=[CH:22][N:21]=[CH:20][C:19]=1[C:24](O)=[O:25], predict the reaction product. The product is: [N:18]1[CH:23]=[CH:22][N:21]=[CH:20][C:19]=1[C:24]([N:15]=[N+:16]=[N-:17])=[O:25]. (7) Given the reactants [C:1]([O:5][C:6](=[O:25])[N:7]([CH2:18][C:19]1[CH:24]=[CH:23][CH:22]=[CH:21][CH:20]=1)[CH2:8][C:9]1[CH:10]=[CH:11][CH:12]=[C:13]2[C:17]=1[NH:16][CH2:15][CH2:14]2)([CH3:4])([CH3:3])[CH3:2].Cl.Br[C:28]1[CH:33]=[CH:32][N:31]=[CH:30][CH:29]=1.C1(P(C2CCCCC2)C2C=CC=CC=2C2C=CC=CC=2)CCCCC1.CC(C)([O-])C.[Na+], predict the reaction product. The product is: [C:1]([O:5][C:6](=[O:25])[N:7]([CH2:18][C:19]1[CH:20]=[CH:21][CH:22]=[CH:23][CH:24]=1)[CH2:8][C:9]1[CH:10]=[CH:11][CH:12]=[C:13]2[C:17]=1[N:16]([C:30]1[CH:29]=[CH:28][CH:33]=[CH:32][N:31]=1)[CH2:15][CH2:14]2)([CH3:4])([CH3:2])[CH3:3].